Dataset: Reaction yield outcomes from USPTO patents with 853,638 reactions. Task: Predict the reaction yield, written as a fraction of the theoretical maximum amount of product (1.0 means a 100% yield; for example, 0.34 means a 34% yield). (1) The yield is 0.610. The reactants are [F:1][C:2]1[CH:3]=[CH:4][C:5]([CH3:9])=[C:6]([CH:8]=1)[NH2:7].Br.Br[CH:12]([C:14]1[CH:15]=[C:16]([C:31]([N:33]([CH3:35])[CH3:34])=[O:32])[CH:17]=[C:18]2[C:23]=1[O:22][C:21]([N:24]1[CH2:29][CH2:28][O:27][CH2:26][CH2:25]1)=[CH:20][C:19]2=[O:30])[CH3:13]. The product is [F:1][C:2]1[CH:3]=[CH:4][C:5]([CH3:9])=[C:6]([NH:7][CH:12]([C:14]2[CH:15]=[C:16]([C:31]([N:33]([CH3:35])[CH3:34])=[O:32])[CH:17]=[C:18]3[C:23]=2[O:22][C:21]([N:24]2[CH2:29][CH2:28][O:27][CH2:26][CH2:25]2)=[CH:20][C:19]3=[O:30])[CH3:13])[CH:8]=1. No catalyst specified. (2) The reactants are Br[C:2]1[CH:23]=[CH:22][C:5]2[C:6]3[N:7]([CH:11]=[C:12]([C:14]4[N:18]([CH:19]([CH3:21])[CH3:20])[N:17]=[CH:16][N:15]=4)[N:13]=3)[CH2:8][CH2:9][O:10][C:4]=2[CH:3]=1.[CH2:24]([N:26]([CH2:43][CH3:44])[CH2:27][CH2:28][N:29]1[CH:33]=[C:32](B2OC(C)(C)C(C)(C)O2)[CH:31]=[N:30]1)[CH3:25].C(=O)([O-])[O-].[K+].[K+].C(#N)C. The catalyst is C(OCC)(=O)C.O. The product is [CH2:43]([N:26]([CH2:24][CH3:25])[CH2:27][CH2:28][N:29]1[CH:33]=[C:32]([C:2]2[CH:23]=[CH:22][C:5]3[C:6]4[N:7]([CH:11]=[C:12]([C:14]5[N:18]([CH:19]([CH3:21])[CH3:20])[N:17]=[CH:16][N:15]=5)[N:13]=4)[CH2:8][CH2:9][O:10][C:4]=3[CH:3]=2)[CH:31]=[N:30]1)[CH3:44]. The yield is 0.330. (3) The reactants are [CH3:1][C:2]1[C:6]2[C:7](=[O:11])[CH2:8][CH2:9][CH2:10][C:5]=2[S:4][CH:3]=1.C1C(=O)N([Br:19])C(=O)C1.O. The catalyst is C(Cl)Cl. The product is [Br:19][C:3]1[S:4][C:5]2[CH2:10][CH2:9][CH2:8][C:7](=[O:11])[C:6]=2[C:2]=1[CH3:1]. The yield is 0.930. (4) The reactants are [N+:1]([C:4]1[CH:5]=[CH:6][C:7]([CH2:10][CH2:11][OH:12])=[N:8][CH:9]=1)([O-:3])=[O:2].N1C=CN=C1.[CH3:18][C:19]([Si:22](Cl)([CH3:24])[CH3:23])([CH3:21])[CH3:20]. The catalyst is ClCCl. The product is [Si:22]([O:12][CH2:11][CH2:10][C:7]1[CH:6]=[CH:5][C:4]([N+:1]([O-:3])=[O:2])=[CH:9][N:8]=1)([C:19]([CH3:21])([CH3:20])[CH3:18])([CH3:24])[CH3:23]. The yield is 0.840. (5) The reactants are [CH3:1][C:2]1([CH3:28])[CH2:26][C:6]2[N:7]=[C:8]([N:10]3[CH2:15][CH2:14][O:13][CH2:12][CH:11]3[CH2:16][C:17]3[C:25]4[C:20](=[CH:21][CH:22]=[CH:23][CH:24]=4)[NH:19][CH:18]=3)[S:9][C:5]=2[C:4](=[O:27])[CH2:3]1.[H-].[Na+].[CH3:31]I. The catalyst is CN(C=O)C. The product is [CH3:1][C:2]1([CH3:28])[CH2:26][C:6]2[N:7]=[C:8]([N:10]3[CH2:15][CH2:14][O:13][CH2:12][CH:11]3[CH2:16][C:17]3[C:25]4[C:20](=[CH:21][CH:22]=[CH:23][CH:24]=4)[N:19]([CH3:31])[CH:18]=3)[S:9][C:5]=2[C:4](=[O:27])[CH2:3]1. The yield is 0.790.